Dataset: Choline transporter screen with 302,306 compounds. Task: Binary Classification. Given a drug SMILES string, predict its activity (active/inactive) in a high-throughput screening assay against a specified biological target. The drug is O(n1c2c(c(c1C)C(=O)C)c1nonc1cc2)C. The result is 0 (inactive).